This data is from Forward reaction prediction with 1.9M reactions from USPTO patents (1976-2016). The task is: Predict the product of the given reaction. (1) Given the reactants [CH2:1]1[CH:6]([CH2:7][N:8]2[C:13](=[O:14])[CH:12]=[CH:11][C:9]2=[O:10])[CH2:5][CH2:4][CH:3]([C:15]([O:17][N:18]2[C:23](=[O:24])[CH:22]([S:25]([OH:28])(=[O:27])=[O:26])[CH2:21][C:19]2=[O:20])=[O:16])[CH2:2]1.[CH2:29]1[CH:34]([CH2:35][N:36]2[C:41](=[O:42])[CH:40]=[CH:39][C:37]2=[O:38])[CH2:33][CH2:32][CH:31]([C:43]([O:45][N:46]2[C:51](=[O:52])[CH:50](S([O-])(=O)=O)[CH2:49][C:47]2=[O:48])=[O:44])[CH2:30]1.[Na+].C([O-])(=O)CCC([O-])=O.C(N(CC(O)=O)CC(O)=O)CN(CC(O)=O)CC(O)=O, predict the reaction product. The product is: [CH2:1]1[CH:6]([CH2:7][N:8]2[C:9](=[O:10])[CH:11]=[CH:12][C:13]2=[O:14])[CH2:5][CH2:4][CH:3]([C:15]([O:17][N:18]2[C:23](=[O:24])[CH:22]([S:25]([OH:28])(=[O:27])=[O:26])[CH2:21][C:19]2=[O:20])=[O:16])[CH2:2]1.[CH2:29]1[CH:34]([CH2:35][N:36]2[C:41](=[O:42])[CH:40]=[CH:39][C:37]2=[O:38])[CH2:33][CH2:32][CH:31]([C:43]([O:45][N:46]2[C:47](=[O:48])[CH2:49][CH2:50][C:51]2=[O:52])=[O:44])[CH2:30]1. (2) The product is: [CH2:3]([N:10]1[C@@H:15]2[C@H:16]([C:18]3[N:19]=[N:20][N:21]([CH2:50][C:54]([OH:1])=[O:53])[N:22]=3)[CH2:17][C@@:11]1([C:44]1[CH:49]=[CH:48][CH:47]=[CH:46][CH:45]=1)[C@H:12]([O:28][CH2:29][C:30]1[CH:35]=[C:34]([C:36]([F:39])([F:38])[F:37])[CH:33]=[C:32]([C:40]([F:41])([F:43])[F:42])[CH:31]=1)[CH2:13][CH2:14]2)[C:4]1[CH:9]=[CH:8][CH:7]=[CH:6][CH:5]=1. Given the reactants [OH-:1].[Li+].[CH2:3]([N:10]1[C@@H:15]2[C@H:16]([C:18]3[N:22](C)[N:21](C(OC)=O)[NH:20][N:19]=3)[CH2:17][C@@:11]1([C:44]1[CH:49]=[CH:48][CH:47]=[CH:46][CH:45]=1)[C@H:12]([O:28][CH2:29][C:30]1[CH:35]=[C:34]([C:36]([F:39])([F:38])[F:37])[CH:33]=[C:32]([C:40]([F:43])([F:42])[F:41])[CH:31]=1)[CH2:13][CH2:14]2)[C:4]1[CH:9]=[CH:8][CH:7]=[CH:6][CH:5]=1.[CH2:50]1[CH2:54][O:53]CC1, predict the reaction product. (3) Given the reactants [CH3:1][N:2]([CH3:24])[C:3](=[O:23])[CH2:4][CH2:5][N:6]([CH3:22])[C:7]([C:9]1[S:10][C:11]2[N:12]=[CH:13][N:14]=[C:15](S(C)(=O)=O)[C:16]=2[N:17]=1)=[O:8].[CH3:25][O:26][C:27]1[N:32]=[C:31]2[NH:33][N:34]=[CH:35][C:30]2=[CH:29][C:28]=1[NH2:36], predict the reaction product. The product is: [CH3:1][N:2]([CH3:24])[C:3](=[O:23])[CH2:4][CH2:5][N:6]([CH3:22])[C:7]([C:9]1[S:10][C:11]2[N:12]=[CH:13][N:14]=[C:15]([NH:36][C:28]3[CH:29]=[C:30]4[CH:35]=[N:34][NH:33][C:31]4=[N:32][C:27]=3[O:26][CH3:25])[C:16]=2[N:17]=1)=[O:8]. (4) Given the reactants O1CCOC[CH2:2]1.C([O-])([O-])=O.[K+].[K+].F[C:14]1[CH:15]=[C:16]([CH:20]=[CH:21][C:22]=1[N+:23]([O-:25])=[O:24])[C:17]([OH:19])=[O:18].[C:26]([NH:33][CH2:34][CH2:35][NH2:36])([O:28][C:29]([CH3:32])([CH3:31])[CH3:30])=[O:27], predict the reaction product. The product is: [CH3:2][O:19][C:17](=[O:18])[C:16]1[CH:20]=[CH:21][C:22]([N+:23]([O-:25])=[O:24])=[C:14]([NH:36][CH2:35][CH2:34][NH:33][C:26]([O:28][C:29]([CH3:30])([CH3:31])[CH3:32])=[O:27])[CH:15]=1. (5) Given the reactants [F:1][C:2]1[C:21]([F:22])=[C:20]([CH3:23])[CH:19]=[CH:18][C:3]=1[CH2:4][C:5]1[C:12]([C:13]#[N:14])=[C:11]([OH:15])[C:10]([O:16]C)=[CH:9][C:6]=1[C:7]#[N:8].BrC1C(C#N)=C(O)C(OC)=CC=1C#N.FC1C(F)=C(C)C=CC=1CB1OC(C)(C)C(C)(C)O1, predict the reaction product. The product is: [F:1][C:2]1[C:21]([F:22])=[C:20]([CH3:23])[CH:19]=[CH:18][C:3]=1[CH2:4][C:5]1[C:12]([C:13]#[N:14])=[C:11]([OH:15])[C:10]([OH:16])=[CH:9][C:6]=1[C:7]#[N:8]. (6) Given the reactants [NH2:1][C:2]1[N:3]=[N:4][N:5]([CH2:7][CH3:8])[N:6]=1.[CH:9]1[C:22]2[CH:21]([C:23](Cl)=[O:24])[C:20]3[C:15](=[CH:16][CH:17]=[CH:18][CH:19]=3)[CH2:14][C:13]=2[CH:12]=[CH:11][CH:10]=1, predict the reaction product. The product is: [CH2:7]([N:5]1[N:4]=[N:3][C:2]([NH:1][C:23]([CH:21]2[C:20]3[CH:19]=[CH:18][CH:17]=[CH:16][C:15]=3[CH2:14][C:13]3[C:22]2=[CH:9][CH:10]=[CH:11][CH:12]=3)=[O:24])=[N:6]1)[CH3:8]. (7) Given the reactants F[P-](F)(F)(F)(F)F.N1(O[P+](N(C)C)(N(C)C)N(C)C)C2C=CC=CC=2N=N1.[CH3:28][C:29]([S:34][C:35]1[CH:40]=[CH:39][CH:38]=[CH:37][CH:36]=1)([CH3:33])[C:30]([OH:32])=O.CN1CCOCC1.[C@@H:48]1([CH2:58][OH:59])[C:57]2[C:52](=[CH:53][CH:54]=[CH:55][CH:56]=2)[CH2:51][CH2:50][NH:49]1.CN(C=O)C.C(O)(C(F)(F)F)=O, predict the reaction product. The product is: [C:35]1([S:34][C:29]2([C:30]([N:49]3[CH2:50][CH2:51][C:52]4[C:57](=[CH:56][CH:55]=[CH:54][CH:53]=4)[C@H:48]3[CH2:58][OH:59])=[O:32])[CH2:28][CH2:33]2)[CH:40]=[CH:39][CH:38]=[CH:37][CH:36]=1.